Dataset: Reaction yield outcomes from USPTO patents with 853,638 reactions. Task: Predict the reaction yield, written as a fraction of the theoretical maximum amount of product (1.0 means a 100% yield; for example, 0.34 means a 34% yield). (1) The reactants are Br[C:2]1[CH:7]=[CH:6][C:5]([S:8]([C:11]2[CH:18]=[CH:17][CH:16]=[CH:15][C:12]=2[C:13]#[N:14])(=[O:10])=[O:9])=[CH:4][CH:3]=1.C(C1C=CC=CC=1S)#N.[F:28][C:29]1[CH:34]=[C:33]([F:35])[CH:32]=[CH:31][C:30]=1[C:36](=[O:38])[CH3:37].P([O-])([O-])([O-])=O.[K+].[K+].[K+].[Cl-].[NH4+]. The catalyst is O1CCCC1.C1C=CC(/C=C/C(/C=C/C2C=CC=CC=2)=O)=CC=1.C1C=CC(/C=C/C(/C=C/C2C=CC=CC=2)=O)=CC=1.C1C=CC(/C=C/C(/C=C/C2C=CC=CC=2)=O)=CC=1.[Pd].[Pd].C1(P(C2C=CC=CC=2)C2C3OC4C(=CC=CC=4P(C4C=CC=CC=4)C4C=CC=CC=4)C(C)(C)C=3C=CC=2)C=CC=CC=1. The product is [F:28][C:29]1[CH:34]=[C:33]([F:35])[CH:32]=[CH:31][C:30]=1[C:36](=[O:38])[CH2:37][C:2]1[CH:7]=[CH:6][C:5]([S:8]([C:11]2[CH:18]=[CH:17][CH:16]=[CH:15][C:12]=2[C:13]#[N:14])(=[O:10])=[O:9])=[CH:4][CH:3]=1. The yield is 0.560. (2) The reactants are [O:1]1[C:5]2([CH2:10][CH2:9][CH:8]([NH:11][C:12]3[NH:16][N:15]=[CH:14][CH:13]=3)[CH2:7][CH2:6]2)[O:4][CH2:3][CH2:2]1.N12CCCN=C1CCCCC2.[C:28]([C:30]1[CH:35]=[CH:34][CH:33]=[CH:32][C:31]=1[C:36]1[CH:41]=[CH:40][C:39]([CH2:42][CH:43]([C:49](=O)[CH2:50][CH2:51][CH3:52])[C:44](OCC)=[O:45])=[CH:38][C:37]=1[N+:54]([O-:56])=[O:55])#[N:29].C(OCC)(=O)C. The catalyst is CCN(C1C=CC=CC=1)CC.O. The product is [O:4]1[C:5]2([CH2:6][CH2:7][CH:8]([N:11]3[C:44](=[O:45])[C:43]([CH2:42][C:39]4[CH:40]=[CH:41][C:36]([C:31]5[C:30]([C:28]#[N:29])=[CH:35][CH:34]=[CH:33][CH:32]=5)=[C:37]([N+:54]([O-:56])=[O:55])[CH:38]=4)=[C:49]([CH2:50][CH2:51][CH3:52])[N:16]4[N:15]=[CH:14][CH:13]=[C:12]34)[CH2:9][CH2:10]2)[O:1][CH2:2][CH2:3]1. The yield is 0.870.